This data is from Reaction yield outcomes from USPTO patents with 853,638 reactions. The task is: Predict the reaction yield, written as a fraction of the theoretical maximum amount of product (1.0 means a 100% yield; for example, 0.34 means a 34% yield). (1) The reactants are [F:1][C:2]1([F:19])[CH2:6][NH:5][CH:4]([CH2:7][O:8][C:9]2[CH:18]=[CH:17][C:12]([C:13]([O:15][CH3:16])=[O:14])=[CH:11][CH:10]=2)[CH2:3]1.[CH3:20][O:21][C:22]1[CH:23]=[C:24]([CH2:39][C:40](O)=[O:41])[CH:25]=[CH:26][C:27]=1[NH:28][C:29]([NH:31][C:32]1[CH:37]=[CH:36][CH:35]=[CH:34][C:33]=1[CH3:38])=[O:30].CCN=C=NCCCN(C)C.Cl.C1C=CC2N(O)N=NC=2C=1. The catalyst is CN(C1C=CN=CC=1)C.CN(C=O)C.CCOC(C)=O. The product is [F:19][C:2]1([F:1])[CH2:6][N:5]([C:40](=[O:41])[CH2:39][C:24]2[CH:25]=[CH:26][C:27]([NH:28][C:29]([NH:31][C:32]3[CH:37]=[CH:36][CH:35]=[CH:34][C:33]=3[CH3:38])=[O:30])=[C:22]([O:21][CH3:20])[CH:23]=2)[CH:4]([CH2:7][O:8][C:9]2[CH:18]=[CH:17][C:12]([C:13]([O:15][CH3:16])=[O:14])=[CH:11][CH:10]=2)[CH2:3]1. The yield is 0.890. (2) The reactants are [Br:1][C:2]1[CH:3]=[CH:4][C:5]([F:29])=[C:6]([C@@:8]2([CH3:28])[N:13]([CH2:14][C:15]3[CH:20]=[CH:19][C:18]([O:21][CH3:22])=[CH:17][C:16]=3[O:23][CH3:24])[C:12](=[O:25])[CH2:11][S:10](=[O:27])(=[O:26])[CH2:9]2)[CH:7]=1.[CH2:30](Br)[CH:31]=[CH2:32].C(=O)([O-])[O-].[K+].[K+].[CH3:40][C:41]([CH3:43])=O. No catalyst specified. The product is [CH2:30]([C:11]1([CH2:43][CH:41]=[CH2:40])[S:10](=[O:26])(=[O:27])[CH2:9][C@:8]([C:6]2[CH:7]=[C:2]([Br:1])[CH:3]=[CH:4][C:5]=2[F:29])([CH3:28])[N:13]([CH2:14][C:15]2[CH:20]=[CH:19][C:18]([O:21][CH3:22])=[CH:17][C:16]=2[O:23][CH3:24])[C:12]1=[O:25])[CH:31]=[CH2:32]. The yield is 0.532.